From a dataset of Forward reaction prediction with 1.9M reactions from USPTO patents (1976-2016). Predict the product of the given reaction. (1) The product is: [N:71]1([CH:77]2[CH2:82][CH2:81][N:80]([C:32]([C:31]3[CH:30]=[CH:29][C:28]([NH:27][C:26]([NH:25][C:22]4[CH:21]=[CH:20][C:19]([C:9]5[N:10]=[C:11]([N:13]6[CH2:14][CH2:15][O:16][CH2:17][CH2:18]6)[N:12]=[C:7]([N:4]6[CH2:3][CH2:2][O:1][CH2:6][CH2:5]6)[N:8]=5)=[CH:24][CH:23]=4)=[O:37])=[CH:36][CH:35]=3)=[O:33])[CH2:79][CH2:78]2)[CH2:76][CH2:75][CH2:74][CH2:73][CH2:72]1. Given the reactants [O:1]1[CH2:6][CH2:5][N:4]([C:7]2[N:12]=[C:11]([N:13]3[CH2:18][CH2:17][O:16][CH2:15][CH2:14]3)[N:10]=[C:9]([C:19]3[CH:24]=[CH:23][C:22]([NH:25][C:26](=[O:37])[NH:27][C:28]4[CH:36]=[CH:35][C:31]([C:32](O)=[O:33])=[CH:30][CH:29]=4)=[CH:21][CH:20]=3)[N:8]=2)[CH2:3][CH2:2]1.CCN(C(C)C)C(C)C.CN(C(ON1N=NC2C=CC=CC1=2)=[N+](C)C)C.F[P-](F)(F)(F)(F)F.[N:71]1([CH:77]2[CH2:82][CH2:81][NH:80][CH2:79][CH2:78]2)[CH2:76][CH2:75][CH2:74][CH2:73][CH2:72]1, predict the reaction product. (2) Given the reactants [CH:1]([C:4]1[CH:19]=[CH:18][CH:17]=[CH:16][C:5]=1[NH:6][C:7]1[CH:12]=[CH:11][CH:10]=[CH:9][C:8]=1[N+:13]([O-])=O)([CH3:3])[CH3:2].[H][H], predict the reaction product. The product is: [CH:1]([C:4]1[CH:19]=[CH:18][CH:17]=[CH:16][C:5]=1[NH:6][C:7]1[C:8]([NH2:13])=[CH:9][CH:10]=[CH:11][CH:12]=1)([CH3:3])[CH3:2].